Dataset: Reaction yield outcomes from USPTO patents with 853,638 reactions. Task: Predict the reaction yield, written as a fraction of the theoretical maximum amount of product (1.0 means a 100% yield; for example, 0.34 means a 34% yield). (1) The reactants are C([O:8][C:9]1[CH:23]=[CH:22][C:12]([CH2:13][C@@H:14]2[O:18][C:17]([CH3:20])([CH3:19])[O:16][C:15]2=O)=[CH:11][CH:10]=1)C1C=CC=CC=1. The catalyst is CCOC(C)=O.[Pd]. The product is [OH:8][C:9]1[CH:23]=[CH:22][C:12]([CH2:13][C@@H:14]2[O:18][C:17]([CH3:20])([CH3:19])[O:16][CH2:15]2)=[CH:11][CH:10]=1. The yield is 1.00. (2) The catalyst is C1COCC1.C(Cl)Cl. The reactants are [CH3:1][C:2]1[C:3]([CH:8]2[CH2:13][CH2:12][CH2:11][CH:10]([C:14]3[C:19]([CH3:20])=[CH:18][CH:17]=[CH:16][N:15]=3)[N:9]2[CH2:21][CH2:22][NH2:23])=[N:4][CH:5]=[CH:6][CH:7]=1.[C:24]([N:31]1C=CN=C1)(N1C=CN=C1)=[O:25].CCN(C(C)C)C(C)C.N[OH:46].Cl. The yield is 0.270. The product is [CH3:20][C:19]1[C:14]([CH:10]2[CH2:11][CH2:12][CH2:13][CH:8]([C:3]3[C:2]([CH3:1])=[CH:7][CH:6]=[CH:5][N:4]=3)[N:9]2[CH2:21][CH2:22][N:23]([OH:46])[C:24]([NH2:31])=[O:25])=[N:15][CH:16]=[CH:17][CH:18]=1. (3) The reactants are [O:1]=[C:2]1[N:6]([C@@H:7]([C:9]2[CH:14]=[CH:13][CH:12]=[CH:11][CH:10]=2)[CH3:8])[CH2:5][CH:4]([C:15]([O:17][C:18]([CH3:21])([CH3:20])[CH3:19])=[O:16])[CH2:3]1.IC.[H-].[Na+].[C:26](O)(=O)CC(CC(O)=O)(C(O)=O)O. The catalyst is CN(C=O)C. The product is [CH3:26][C@:4]1([C:15]([O:17][C:18]([CH3:20])([CH3:19])[CH3:21])=[O:16])[CH2:3][C:2](=[O:1])[N:6]([C@@H:7]([C:9]2[CH:10]=[CH:11][CH:12]=[CH:13][CH:14]=2)[CH3:8])[CH2:5]1. The yield is 0.337. (4) The reactants are [NH2:1][CH:2]1[C:11]2[C:6](=[CH:7][CH:8]=[C:9]([NH:12][C:13]([C:15]3[C:24](=[O:25])[C:23]4[C:18](=[CH:19][CH:20]=[CH:21][CH:22]=4)[NH:17][CH:16]=3)=[O:14])[CH:10]=2)[CH2:5][CH2:4][CH2:3]1.CCN(C(C)C)C(C)C.Cl[C:36]([O:38][CH3:39])=[O:37].N1CCCCC1. The catalyst is CO. The product is [CH3:39][O:38][C:36]([NH:1][CH:2]1[C:11]2[C:6](=[CH:7][CH:8]=[C:9]([NH:12][C:13]([C:15]3[C:24](=[O:25])[C:23]4[C:18](=[CH:19][CH:20]=[CH:21][CH:22]=4)[NH:17][CH:16]=3)=[O:14])[CH:10]=2)[CH2:5][CH2:4][CH2:3]1)=[O:37]. The yield is 0.350. (5) The reactants are [CH3:1][O:2][C:3]([C:5]1[C:10](C)=[CH:9][C:8]([CH:12]2[CH2:16][CH2:15][O:14][CH2:13]2)=[C:7](Br)[N:6]=1)=[O:4].[Cl:18][C:19]1[CH:20]=[C:21](B(O)O)[CH:22]=[CH:23][CH:24]=1.C(=O)([O-])[O-].[Cs+].[Cs+]. The catalyst is CN(C=O)C.C1(P(C2C=CC=CC=2)[C-]2C=CC=C2)C=CC=CC=1.[C-]1(P(C2C=CC=CC=2)C2C=CC=CC=2)C=CC=C1.[Fe+2].C(Cl)Cl.[Pd](Cl)Cl. The product is [CH3:1][O:2][C:3]([C:5]1[CH:10]=[CH:9][C:8]([CH:12]2[CH2:16][CH2:15][O:14][CH2:13]2)=[C:7]([C:23]2[CH:22]=[CH:21][CH:20]=[C:19]([Cl:18])[CH:24]=2)[N:6]=1)=[O:4]. The yield is 0.730. (6) The reactants are [C:1]([O:5][C:6]([N:8]1[C:12]2[CH:13]=[CH:14][C:15]([CH3:17])=[CH:16][C:11]=2[N:10]=[C:9]1[C:18]1[CH:23]=[C:22](Br)[CH:21]=[CH:20][C:19]=1[Cl:25])=[O:7])([CH3:4])([CH3:3])[CH3:2].[CH3:26][O:27][C:28]([CH:30]1[CH2:34][CH2:33][NH:32][CH2:31]1)=[O:29].[C:35](=O)([O-])[O-].[Cs+].[Cs+].C1C=CC(P(C2C(C3C(P(C4C=CC=CC=4)C4C=CC=CC=4)=CC=C4C=3C=CC=C4)=C3C(C=CC=C3)=CC=2)C2C=CC=CC=2)=CC=1. The catalyst is C1(C)C=CC=CC=1.CCOC(C)=O.C([O-])(=O)C.[Pd+2].C([O-])(=O)C. The product is [C:1]([O:5][C:6]([N:8]1[C:12]2[CH:13]=[CH:14][C:15]([CH3:17])=[CH:16][C:11]=2[N:10]=[C:9]1[C:18]1[CH:23]=[C:22]([N:32]2[CH2:33][CH2:34][CH:30]([C:28]([O:27][CH2:26][CH3:35])=[O:29])[CH2:31]2)[CH:21]=[CH:20][C:19]=1[Cl:25])=[O:7])([CH3:4])([CH3:3])[CH3:2]. The yield is 0.860. (7) The reactants are [CH2:1]([N:8]1[CH2:12][C@H:11]([C:13]2[CH:18]=[CH:17][C:16]([Cl:19])=[C:15]([F:20])[CH:14]=2)[C@@H:10]([C@@H:21]([OH:23])[CH3:22])[CH2:9]1)[C:2]1[CH:7]=[CH:6][CH:5]=[CH:4][CH:3]=1.[H-].[Na+].Cl[C:27]1[CH:34]=[CH:33][C:30]([C:31]#[N:32])=[CH:29][N:28]=1. The catalyst is CN(C=O)C. The product is [CH2:1]([N:8]1[CH2:12][C@H:11]([C:13]2[CH:18]=[CH:17][C:16]([Cl:19])=[C:15]([F:20])[CH:14]=2)[C@@H:10]([C@@H:21]([O:23][C:27]2[CH:34]=[CH:33][C:30]([C:31]#[N:32])=[CH:29][N:28]=2)[CH3:22])[CH2:9]1)[C:2]1[CH:3]=[CH:4][CH:5]=[CH:6][CH:7]=1. The yield is 0.870. (8) The reactants are [OH:1][C:2]1[CH:11]=[CH:10][CH:9]=[C:8]2[C:3]=1[CH:4]=[CH:5][N:6]=[CH:7]2.[CH3:12]C(C)([O-])C.[Na+].CCOC(C)=O.C([O-])([O-])=O.[K+].[K+]. The catalyst is CN(C=O)C.[Cl-].C1([N+](C)(C)C)C=CC=CC=1. The product is [CH3:12][O:1][C:2]1[CH:11]=[CH:10][CH:9]=[C:8]2[C:3]=1[CH:4]=[CH:5][N:6]=[CH:7]2. The yield is 0.850.